This data is from Full USPTO retrosynthesis dataset with 1.9M reactions from patents (1976-2016). The task is: Predict the reactants needed to synthesize the given product. Given the product [CH2:1]([O:5][C:6]1[CH:11]=[CH:10][C:9]([C:12]2[CH2:17][CH2:16][CH:15]([C:18]3[CH:23]=[CH:22][C:21]([C:51]4[CH2:52][CH2:53][CH:48]([C:35]5[CH:36]=[CH:37][C:38]([O:41][CH2:42][CH2:43][CH2:44][CH2:45][CH2:46][CH3:47])=[C:39]([F:40])[C:34]=5[F:33])[CH2:49][CH:50]=4)=[C:20]([F:24])[C:19]=3[F:25])[CH2:14][CH:13]=2)=[C:8]([F:26])[C:7]=1[F:27])[CH2:2][CH2:3][CH3:4], predict the reactants needed to synthesize it. The reactants are: [CH2:1]([O:5][C:6]1[CH:11]=[CH:10][C:9]([C:12]2[CH2:17][CH2:16][CH:15]([C:18]3[CH:23]=[CH:22][CH:21]=[C:20]([F:24])[C:19]=3[F:25])[CH2:14][CH:13]=2)=[C:8]([F:26])[C:7]=1[F:27])[CH2:2][CH2:3][CH3:4].C([Li])(CC)C.[F:33][C:34]1[C:39]([F:40])=[C:38]([O:41][CH2:42][CH2:43][CH2:44][CH2:45][CH2:46][CH3:47])[CH:37]=[CH:36][C:35]=1[CH:48]1[CH2:53][CH2:52][C:51](=O)[CH2:50][CH2:49]1.[Cl-].[NH4+].